Dataset: Catalyst prediction with 721,799 reactions and 888 catalyst types from USPTO. Task: Predict which catalyst facilitates the given reaction. (1) Reactant: [NH2:1][C@H:2]([C:11]([OH:13])=[O:12])[CH2:3][CH2:4]CC[N+](C)(C)C.[O:14]=C[C@@H]([C@H]([C@@H]([C@@H](CO)O)O)O)O.CC(C=O)=O.C(C=O)=O.C(C(C=O)=O)[C@H](O)[C@H](O)CO.C(O)[C@@H](O)C=O.P(O)(O)(O)=O.OC(O)C(=O)C.P(OCC(O)C=O)(O)(O)=O. Product: [CH3:3][C:2]([CH:11]=[O:13])=[O:14].[NH2:1][C@H:2]([C:11]([OH:13])=[O:12])[C@@H:3]([CH3:4])[OH:14]. The catalyst class is: 21. (2) Reactant: [H-].[Na+].[C:3]([O:11][CH2:12][CH3:13])(=[O:10])[CH2:4][C:5]([O:7][CH2:8][CH3:9])=[O:6].[F:14][C:15]1[C:20](F)=[C:19]([N+:22]([O-:24])=[O:23])[CH:18]=[CH:17][C:16]=1[O:25][CH:26]([CH3:28])[CH3:27].O. Product: [F:14][C:15]1[C:16]([O:25][CH:26]([CH3:27])[CH3:28])=[CH:17][CH:18]=[C:19]([N+:22]([O-:24])=[O:23])[C:20]=1[CH:4]([C:5]([O:7][CH2:8][CH3:9])=[O:6])[C:3]([O:11][CH2:12][CH3:13])=[O:10]. The catalyst class is: 16.